From a dataset of Catalyst prediction with 721,799 reactions and 888 catalyst types from USPTO. Predict which catalyst facilitates the given reaction. (1) Reactant: [Cl:1][C:2]1[CH:10]=[CH:9][C:8]([C:11]2[C:12]([C@@H:23]([NH:33][C:34](=[O:51])[CH2:35][N:36]3[C:40]4[C:41]([F:46])([F:45])[C@@H:42]5[CH2:44][C@@H:43]5[C:39]=4[C:38]([C:47]([F:50])([F:49])[F:48])=[N:37]3)[CH2:24][C:25]3[CH:30]=[C:29]([F:31])[CH:28]=[C:27]([F:32])[CH:26]=3)=[N:13][C:14]([C:17]#[C:18][CH:19]([OH:22])[CH2:20]C)=[CH:15][CH:16]=2)=[C:7]2[C:3]=1[C:4]([NH:53][S:54]([CH3:57])(=[O:56])=[O:55])=[N:5][N:6]2[CH3:52].OC(C)(C#C)[CH2:60][NH:61][C:62](=[O:68])[O:63][C:64]([CH3:67])([CH3:66])[CH3:65].C(#N)C.FC(F)(F)C(O)=O. Product: [Cl:1][C:2]1[CH:10]=[CH:9][C:8]([C:11]2[CH:16]=[CH:15][C:14]([C:17]#[C:18][C:19]([OH:22])([CH3:20])[CH2:60][NH:61][C:62](=[O:68])[O:63][C:64]([CH3:67])([CH3:66])[CH3:65])=[N:13][C:12]=2[C@@H:23]([NH:33][C:34](=[O:51])[CH2:35][N:36]2[C:40]3[C:41]([F:45])([F:46])[C@@H:42]4[CH2:44][C@@H:43]4[C:39]=3[C:38]([C:47]([F:48])([F:49])[F:50])=[N:37]2)[CH2:24][C:25]2[CH:26]=[C:27]([F:32])[CH:28]=[C:29]([F:31])[CH:30]=2)=[C:7]2[C:3]=1[C:4]([NH:53][S:54]([CH3:57])(=[O:55])=[O:56])=[N:5][N:6]2[CH3:52]. The catalyst class is: 6. (2) Product: [C:12]([O:16][C:17](=[O:36])[NH:18][CH2:19][CH:20]1[CH2:25][CH2:24][N:23]([S:26]([C:29]2[CH:34]=[CH:33][C:32]([NH:35][C:37]([NH:39][CH2:8][CH2:7][CH2:6][C:2]3[S:1][CH:5]=[CH:4][CH:3]=3)=[O:38])=[CH:31][CH:30]=2)(=[O:28])=[O:27])[CH2:22][CH2:21]1)([CH3:15])([CH3:13])[CH3:14]. The catalyst class is: 2. Reactant: [S:1]1[CH:5]=[CH:4][CH:3]=[C:2]1[CH2:6][CH2:7][CH2:8]C(O)=O.[C:12]([O:16][C:17](=[O:36])[NH:18][CH2:19][CH:20]1[CH2:25][CH2:24][N:23]([S:26]([C:29]2[CH:34]=[CH:33][C:32]([NH2:35])=[CH:31][CH:30]=2)(=[O:28])=[O:27])[CH2:22][CH2:21]1)([CH3:15])([CH3:14])[CH3:13].[C:37](N1C=CN=C1)([N:39]1C=CN=C1)=[O:38]. (3) Reactant: [H-].[H-].[H-].[H-].[Li+].[Al+3].[C:7]([O:11][C:12]([NH:14][CH2:15][C:16]1[CH:17]=[C:18]([C:29](OC)=[O:30])[C:19]([C:22]2[CH:27]=[CH:26][C:25]([Cl:28])=[CH:24][CH:23]=2)=[CH:20][CH:21]=1)=[O:13])([CH3:10])([CH3:9])[CH3:8].[C@H](O)(C([O-])=O)[C@@H](O)C([O-])=O.[Na+].[K+]. Product: [C:7]([O:11][C:12]([NH:14][CH2:15][C:16]1[CH:21]=[CH:20][C:19]([C:22]2[CH:23]=[CH:24][C:25]([Cl:28])=[CH:26][CH:27]=2)=[C:18]([CH2:29][OH:30])[CH:17]=1)=[O:13])([CH3:10])([CH3:8])[CH3:9]. The catalyst class is: 1. (4) Reactant: [F:1][C:2]1([F:26])[CH2:7][CH2:6][CH:5]([CH2:8][N:9]2[C:17]3[C:12](=[N:13][CH:14]=[C:15]([C:18]4[C:19]([CH3:24])=[N:20][O:21][C:22]=4[CH3:23])[CH:16]=3)[C:11](I)=[CH:10]2)[CH2:4][CH2:3]1.Cl[Mg]C(C)C.CC1(C)C(C)(C)[O:36][BH:35][O:34]1. Product: [F:1][C:2]1([F:26])[CH2:7][CH2:6][CH:5]([CH2:8][N:9]2[C:17]3[C:12](=[N:13][CH:14]=[C:15]([C:18]4[C:19]([CH3:24])=[N:20][O:21][C:22]=4[CH3:23])[CH:16]=3)[C:11]([B:35]([OH:36])[OH:34])=[CH:10]2)[CH2:4][CH2:3]1. The catalyst class is: 1. (5) Reactant: [F:1][C:2]1[CH:30]=[CH:29][C:5]([CH2:6][N:7]2[CH2:16][CH2:15][C:14]3[C:9](=[C:10]([O:26]C)[C:11](=[O:25])[N:12]4[CH2:22][CH2:21][CH2:20][CH2:19][N:18]([CH3:23])[C:17](=[O:24])[C:13]4=3)[C:8]2=[O:28])=[CH:4][CH:3]=1. Product: [F:1][C:2]1[CH:3]=[CH:4][C:5]([CH2:6][N:7]2[CH2:16][CH2:15][C:14]3[C:9](=[C:10]([OH:26])[C:11](=[O:25])[N:12]4[CH2:22][CH2:21][CH2:20][CH2:19][N:18]([CH3:23])[C:17](=[O:24])[C:13]4=3)[C:8]2=[O:28])=[CH:29][CH:30]=1. The catalyst class is: 570. (6) Reactant: C(O[K])(C)(C)C.[CH3:7][N:8]([CH2:10][CH2:11][C@@H:12]([O:18][C:19]1[C:28]2[C:23](=[CH:24][CH:25]=[CH:26][CH:27]=2)[CH:22]=[CH:21][CH:20]=1)[C:13]1[S:14][CH:15]=[CH:16][CH:17]=1)C. Product: [CH3:7][NH:8][CH2:10][CH2:11][CH:12]([O:18][C:19]1[C:28]2[C:23](=[CH:24][CH:25]=[CH:26][CH:27]=2)[CH:22]=[CH:21][CH:20]=1)[C:13]1[S:14][CH:15]=[CH:16][CH:17]=1. The catalyst class is: 16. (7) Reactant: [NH2:1][CH2:2][C:3]([C:6]1[CH:28]=[CH:27][C:9]([C:10]([NH:12][C:13]2[N:14]=[C:15]3[CH:20]=[CH:19][C:18]([N:21]4[CH:25]=[CH:24][N:23]=[CH:22]4)=[CH:17][N:16]3[CH:26]=2)=[O:11])=[CH:8][CH:7]=1)([CH3:5])[CH3:4].C(N(CC)CC)C.[CH3:36][S:37](Cl)(=[O:39])=[O:38]. Product: [CH3:4][C:3]([C:6]1[CH:28]=[CH:27][C:9]([C:10]([NH:12][C:13]2[N:14]=[C:15]3[CH:20]=[CH:19][C:18]([N:21]4[CH:25]=[CH:24][N:23]=[CH:22]4)=[CH:17][N:16]3[CH:26]=2)=[O:11])=[CH:8][CH:7]=1)([CH3:5])[CH2:2][NH:1][S:37]([CH3:36])(=[O:39])=[O:38]. The catalyst class is: 1. (8) Reactant: [H][H].C([O:10][CH2:11][C:12]1([CH2:16][O:17][C:18]2[CH:23]=[CH:22][CH:21]=[CH:20][CH:19]=2)[CH2:15][CH2:14][CH2:13]1)C1C=CC=CC=1.C(O)(=O)C. Product: [O:17]([CH2:16][C:12]1([CH2:11][OH:10])[CH2:15][CH2:14][CH2:13]1)[C:18]1[CH:23]=[CH:22][CH:21]=[CH:20][CH:19]=1. The catalyst class is: 43. (9) Reactant: Br[C:2]1[CH:3]=[C:4]([C:12]2[N:16]=[C:15]([C:17]3[CH:22]=[CH:21][C:20]([CH:23]([O:26][CH3:27])[O:24][CH3:25])=[CH:19][CH:18]=3)[O:14][N:13]=2)[CH:5]=[CH:6][C:7]=1[O:8][CH:9]([CH3:11])[CH3:10].[Cu][C:29]#[N:30]. Product: [CH3:25][O:24][CH:23]([O:26][CH3:27])[C:20]1[CH:21]=[CH:22][C:17]([C:15]2[O:14][N:13]=[C:12]([C:4]3[CH:5]=[CH:6][C:7]([O:8][CH:9]([CH3:11])[CH3:10])=[C:2]([CH:3]=3)[C:29]#[N:30])[N:16]=2)=[CH:18][CH:19]=1. The catalyst class is: 17.